Dataset: Catalyst prediction with 721,799 reactions and 888 catalyst types from USPTO. Task: Predict which catalyst facilitates the given reaction. (1) Reactant: C([O:8][CH2:9][CH2:10][N:11]1[CH2:15][CH2:14][N:13]([C:16]2[C:20]([NH:21][C:22]([C:24]3[N:25]=[C:26]([C:29]4[CH:34]=[CH:33][N:32]=[C:31]([N:35]([CH2:43][C:44]([F:47])([F:46])[F:45])C(=O)OC(C)(C)C)[CH:30]=4)[O:27][CH:28]=3)=[O:23])=[CH:19][N:18]([CH3:48])[N:17]=2)[C:12]1=[O:49])C1C=CC=CC=1. Product: [OH:8][CH2:9][CH2:10][N:11]1[CH2:15][CH2:14][N:13]([C:16]2[C:20]([NH:21][C:22]([C:24]3[N:25]=[C:26]([C:29]4[CH:34]=[CH:33][N:32]=[C:31]([NH:35][CH2:43][C:44]([F:45])([F:47])[F:46])[CH:30]=4)[O:27][CH:28]=3)=[O:23])=[CH:19][N:18]([CH3:48])[N:17]=2)[C:12]1=[O:49]. The catalyst class is: 67. (2) Reactant: [F:1][C:2]1[CH:7]=[CH:6][C:5]([N:8]2[C:12]([CH:13]([CH3:15])[CH3:14])=[C:11]([NH2:16])[CH:10]=[N:9]2)=[CH:4][CH:3]=1.[Cl:17][C:18]1[C:19]([C:28]([F:31])([F:30])[F:29])=[N:20][N:21]([CH2:24][C:25](O)=[O:26])[C:22]=1[CH3:23].C(N(C(C)C)CC)(C)C.CN(C(ON1N=NC2C=CC=NC1=2)=[N+](C)C)C.F[P-](F)(F)(F)(F)F. Product: [Cl:17][C:18]1[C:19]([C:28]([F:30])([F:29])[F:31])=[N:20][N:21]([CH2:24][C:25]([NH:16][C:11]2[CH:10]=[N:9][N:8]([C:5]3[CH:4]=[CH:3][C:2]([F:1])=[CH:7][CH:6]=3)[C:12]=2[CH:13]([CH3:14])[CH3:15])=[O:26])[C:22]=1[CH3:23]. The catalyst class is: 18.